This data is from Tyrosyl-DNA phosphodiesterase HTS with 341,365 compounds. The task is: Binary Classification. Given a drug SMILES string, predict its activity (active/inactive) in a high-throughput screening assay against a specified biological target. (1) The drug is S(=O)(=O)(N1CCN(CC1)C(=O)NCc1ccc(cc1)C(O)=O)c1ccc(cc1)C. The result is 0 (inactive). (2) The molecule is Clc1cc(c2oc(cc2)/C=N\NC(=O)Cc2sc(nn2)N)ccc1OC. The result is 0 (inactive). (3) The molecule is Clc1cc(O)c(C(OCC(=O)NC(=O)C2CCCCC2)=O)cc1. The result is 0 (inactive). (4) The drug is S(c1n(c2c(c(ccc2)C)C)c(nn1)c1sccc1)CCC(O)=O. The result is 0 (inactive). (5) The molecule is O=C(Nc1ccc(c2nc(nc(c3ccc(NC(=O)C)cc3)c2)c2ccccc2)cc1)C. The result is 0 (inactive).